Dataset: CYP2C9 inhibition data for predicting drug metabolism from PubChem BioAssay. Task: Regression/Classification. Given a drug SMILES string, predict its absorption, distribution, metabolism, or excretion properties. Task type varies by dataset: regression for continuous measurements (e.g., permeability, clearance, half-life) or binary classification for categorical outcomes (e.g., BBB penetration, CYP inhibition). Dataset: cyp2c9_veith. The molecule is COc1c(O[C@H]2O[C@@H](CO)[C@@H](O)[C@@H](O)[C@@H]2O)cc2c(c1OC)-c1ccc(SC)c(=O)cc1[C@H](NC(C)=O)CC2. The result is 0 (non-inhibitor).